Task: Regression. Given a peptide amino acid sequence and an MHC pseudo amino acid sequence, predict their binding affinity value. This is MHC class II binding data.. Dataset: Peptide-MHC class II binding affinity with 134,281 pairs from IEDB (1) The peptide sequence is GSDEKNLALSIKYNK. The MHC is HLA-DPA10301-DPB10402 with pseudo-sequence HLA-DPA10301-DPB10402. The binding affinity (normalized) is 0.403. (2) The peptide sequence is SVRFSWLSLLVPFVQWF. The MHC is DRB1_0405 with pseudo-sequence DRB1_0405. The binding affinity (normalized) is 0.483. (3) The peptide sequence is PANDKFTVFEAAFNN. The MHC is HLA-DQA10102-DQB10602 with pseudo-sequence HLA-DQA10102-DQB10602. The binding affinity (normalized) is 0.619.